From a dataset of Reaction yield outcomes from USPTO patents with 853,638 reactions. Predict the reaction yield, written as a fraction of the theoretical maximum amount of product (1.0 means a 100% yield; for example, 0.34 means a 34% yield). (1) The reactants are [CH2:1]([C:4]1[O:5][CH:6]=[CH:7][CH:8]=1)[CH2:2][CH3:3].[Li]CCCC.[CH2:14]1[O:16][CH2:15]1. The catalyst is C1COCC1. The product is [CH2:1]([C:4]1[O:5][C:6]([CH2:14][CH2:15][OH:16])=[CH:7][CH:8]=1)[CH2:2][CH3:3]. The yield is 0.910. (2) The reactants are [Cl:1][C:2]1[C:7]2[S:8][CH:9]=[C:10]([CH2:11][O:12][C@@H:13]([C:20]3[CH:25]=[CH:24][C:23]([Cl:26])=[CH:22][C:21]=3[Cl:27])[CH2:14][N:15]3[CH:19]=[CH:18][N:17]=[CH:16]3)[C:6]=2[CH:5]=[CH:4][CH:3]=1.O.[N+:29]([O-:32])([OH:31])=[O:30]. The catalyst is C(O)C. The product is [N+:29]([O-:32])([OH:31])=[O:30].[Cl:1][C:2]1[C:7]2[S:8][CH:9]=[C:10]([CH2:11][O:12][C@@H:13]([C:20]3[CH:25]=[CH:24][C:23]([Cl:26])=[CH:22][C:21]=3[Cl:27])[CH2:14][N:15]3[CH:19]=[CH:18][N:17]=[CH:16]3)[C:6]=2[CH:5]=[CH:4][CH:3]=1. The yield is 0.985. (3) The reactants are [CH2:1]([S:8][C:9]1[CH:10]=[CH:11][C:12]([NH:22][C:23]2[CH:24]=[N:25][C:26]([C:31]3[CH:36]=[CH:35][CH:34]=[C:33]([F:37])[CH:32]=3)=[CH:27][C:28]=2[O:29][CH3:30])=[C:13](/[CH:15]=[CH:16]/[C:17]([O:19]CC)=O)[CH:14]=1)[C:2]1[CH:7]=[CH:6][CH:5]=[CH:4][CH:3]=1.C(P(CCCC)CCCC)CCC.C[O-].[Na+]. The catalyst is CO. The product is [CH2:1]([S:8][C:9]1[CH:14]=[C:13]2[C:12](=[CH:11][CH:10]=1)[N:22]([C:23]1[CH:24]=[N:25][C:26]([C:31]3[CH:36]=[CH:35][CH:34]=[C:33]([F:37])[CH:32]=3)=[CH:27][C:28]=1[O:29][CH3:30])[C:17](=[O:19])[CH:16]=[CH:15]2)[C:2]1[CH:7]=[CH:6][CH:5]=[CH:4][CH:3]=1. The yield is 0.333. (4) The reactants are [ClH:1].[CH2:2]([CH:4]([N:7]1[CH2:12][CH2:11][N:10]([C:13]2[CH:18]=[CH:17][C:16]([C:19]([C:21]3[CH:26]=[CH:25][CH:24]=[CH:23][CH:22]=3)=O)=[CH:15][CH:14]=2)[CH2:9][CH2:8]1)[CH2:5][CH3:6])[CH3:3].FC(F)(F)C(O)=O.C([SiH](CC)CC)C. No catalyst specified. The product is [ClH:1].[CH2:19]([C:16]1[CH:17]=[CH:18][C:13]([N:10]2[CH2:9][CH2:8][N:7]([CH:4]([CH2:5][CH3:6])[CH2:2][CH3:3])[CH2:12][CH2:11]2)=[CH:14][CH:15]=1)[C:21]1[CH:26]=[CH:25][CH:24]=[CH:23][CH:22]=1. The yield is 0.610. (5) The reactants are [N:1]1([C:7]([O:9][C:10]([CH3:13])([CH3:12])[CH3:11])=[O:8])[CH2:6][CH2:5][NH:4][CH2:3][CH2:2]1.CC1C=CC(S(N([N:26]=[O:27])C)(=O)=O)=CC=1. The catalyst is C(Cl)Cl. The product is [N:26]([N:4]1[CH2:5][CH2:6][N:1]([C:7]([O:9][C:10]([CH3:13])([CH3:12])[CH3:11])=[O:8])[CH2:2][CH2:3]1)=[O:27]. The yield is 0.810. (6) The yield is 0.430. The catalyst is C(Cl)(Cl)(Cl)Cl. The reactants are CC1C=CC(Br)=NC=1.BrN1C(=O)CCC1=O.CC(N=NC(C#N)(C)C)(C#N)C.[Br:29][C:30]1[CH:35]=[CH:34][C:33]([CH:36](Br)[Br:37])=[CH:32][N:31]=1. The product is [Br:29][C:30]1[CH:35]=[CH:34][C:33]([CH2:36][Br:37])=[CH:32][N:31]=1. (7) The reactants are [CH3:1][O:2][C:3]1[NH:4][C:5](=[O:27])[C:6]([CH2:12][C:13]2[CH:18]=[CH:17][C:16]([C:19]3[C:20]([C:25]#[N:26])=[CH:21][CH:22]=[CH:23][CH:24]=3)=[CH:15][CH:14]=2)=[C:7]([CH2:9][CH2:10][CH3:11])[N:8]=1.[CH:28]([O:31][C:32]1[CH:37]=[CH:36][C:35](B(O)O)=[CH:34][CH:33]=1)([CH3:30])[CH3:29].C(N(CC)CC)C.N1C=CC=CC=1. The catalyst is ClCCl.C(OCC)(=O)C.C([O-])(=O)C.[Cu+2].C([O-])(=O)C. The product is [CH:28]([O:31][C:32]1[CH:37]=[CH:36][C:35]([N:4]2[C:5](=[O:27])[C:6]([CH2:12][C:13]3[CH:18]=[CH:17][C:16]([C:19]4[C:20]([C:25]#[N:26])=[CH:21][CH:22]=[CH:23][CH:24]=4)=[CH:15][CH:14]=3)=[C:7]([CH2:9][CH2:10][CH3:11])[N:8]=[C:3]2[O:2][CH3:1])=[CH:34][CH:33]=1)([CH3:30])[CH3:29]. The yield is 0.820.